Task: Predict the product of the given reaction.. Dataset: Forward reaction prediction with 1.9M reactions from USPTO patents (1976-2016) (1) Given the reactants [OH:1][C:2]1[CH:3]=[CH:4][C:5]2[C:6]3[N:14]=[C:13]([C:15]4[CH:20]=[CH:19][CH:18]=[CH:17][CH:16]=4)[CH:12]=[C:11]([C:21]([NH2:23])=[O:22])[C:7]=3[NH:8][C:9]=2[CH:10]=1.O[C@H:25]1[CH2:29][CH2:28][N:27](C(OC(C)(C)C)=O)[CH2:26]1, predict the reaction product. The product is: [C:15]1([C:13]2[CH:12]=[C:11]([C:21]([NH2:23])=[O:22])[C:7]3[NH:8][C:9]4[CH:10]=[C:2]([O:1][C@@H:25]5[CH2:29][CH2:28][NH:27][CH2:26]5)[CH:3]=[CH:4][C:5]=4[C:6]=3[N:14]=2)[CH:20]=[CH:19][CH:18]=[CH:17][CH:16]=1. (2) Given the reactants [CH:1]([Mg]Br)=[CH2:2].CN([CH2:8][CH2:9]N(C)C)C.[Si:13]([O:20][C@H:21]([CH2:30][O:31][Si:32]([C:35]([CH3:38])([CH3:37])[CH3:36])([CH3:34])[CH3:33])/[CH:22]=[N:23]\[S@:24]([C:26]([CH3:29])([CH3:28])[CH3:27])=[O:25])([C:16]([CH3:19])([CH3:18])[CH3:17])([CH3:15])[CH3:14], predict the reaction product. The product is: [Si:32]([O:31][CH2:30][C@@H:21]([O:20][Si:13]([C:16]([CH3:19])([CH3:17])[CH3:18])([CH3:15])[CH3:14])[C@@H:22]([NH:23][S@:24]([C:26]([CH3:27])([CH3:28])[CH3:29])=[O:25])[CH:1]=[CH2:2])([C:35]([CH3:38])([CH3:37])[CH3:36])([CH3:33])[CH3:34].[Si:32]([O:31][CH2:30][C@@H:21]([O:20][Si:13]([C:16]([CH3:19])([CH3:17])[CH3:18])([CH3:15])[CH3:14])[C@H:22]([NH:23][S@:24]([C:26]([CH3:27])([CH3:28])[CH3:29])=[O:25])[CH:8]=[CH2:9])([C:35]([CH3:38])([CH3:37])[CH3:36])([CH3:33])[CH3:34].